Dataset: Forward reaction prediction with 1.9M reactions from USPTO patents (1976-2016). Task: Predict the product of the given reaction. Given the reactants [C:1]([NH2:10])(=[O:9])[C:2]1[C:3](=[CH:5][CH:6]=[CH:7][CH:8]=1)[NH2:4].C(=O)([O-])[O-].[K+].[K+].[C:17](Cl)(=O)[C:18]1[C:19]([O:24][CH3:25])=[CH:20][CH:21]=[CH:22][CH:23]=1, predict the reaction product. The product is: [CH3:25][O:24][C:19]1[CH:20]=[CH:21][CH:22]=[CH:23][C:18]=1[C:17]1[NH:10][C:1](=[O:9])[C:2]2[C:3](=[CH:5][CH:6]=[CH:7][CH:8]=2)[N:4]=1.